From a dataset of Forward reaction prediction with 1.9M reactions from USPTO patents (1976-2016). Predict the product of the given reaction. (1) Given the reactants [Cl:1][C:2]1[CH:3]=[C:4]([NH:17][C:18]2[C:19]3[C:26]4[CH:27]=[CH:28][C:29]([O:31][CH2:32][CH:33]5[CH2:37][O:36]C(C)(C)[O:34]5)=[CH:30][C:25]=4[S:24][C:20]=3[N:21]=[CH:22][N:23]=2)[CH:5]=[CH:6][C:7]=1[O:8][CH2:9][C:10]1[CH:15]=[CH:14][CH:13]=[C:12]([F:16])[CH:11]=1.Cl.C(N(CC)CC)C, predict the reaction product. The product is: [ClH:1].[Cl:1][C:2]1[CH:3]=[C:4]([NH:17][C:18]2[C:19]3[C:26]4[CH:27]=[CH:28][C:29]([O:31][CH2:32][C@H:33]([OH:34])[CH2:37][OH:36])=[CH:30][C:25]=4[S:24][C:20]=3[N:21]=[CH:22][N:23]=2)[CH:5]=[CH:6][C:7]=1[O:8][CH2:9][C:10]1[CH:15]=[CH:14][CH:13]=[C:12]([F:16])[CH:11]=1. (2) Given the reactants [CH2:1]([O:3][C:4]([C:6]1[CH:10]=[C:9]([CH3:11])[NH:8][N:7]=1)=[O:5])[CH3:2].C(=O)([O-])[O-:13].[K+].[K+].[Si:18]([O:25][CH2:26][CH2:27][CH2:28]Br)([C:21]([CH3:24])([CH3:23])[CH3:22])([CH3:20])[CH3:19], predict the reaction product. The product is: [CH2:1]([O:3][C:4]([C:6]1[CH:10]=[C:9]([CH3:11])[N:8]([O:13][CH2:28][CH2:27][CH2:26][O:25][Si:18]([C:21]([CH3:24])([CH3:23])[CH3:22])([CH3:20])[CH3:19])[N:7]=1)=[O:5])[CH3:2]. (3) The product is: [S:1]1[C:5]([C@H:6]([O:26][Si:27]([C:40]([CH3:43])([CH3:42])[CH3:41])([C:34]2[CH:39]=[CH:38][CH:37]=[CH:36][CH:35]=2)[C:28]2[CH:29]=[CH:30][CH:31]=[CH:32][CH:33]=2)/[CH:7]=[CH:8]/[C@H:9]2[C:13](=[O:14])[CH2:12][C@H:11]([O:15][CH:49]3[CH2:50][CH2:51][CH2:52][CH2:53][O:48]3)[C@@H:10]2[CH2:16]/[CH:17]=[CH:18]\[CH2:19][CH2:20][CH2:21][C:22]([O:24][CH3:25])=[O:23])=[CH:4][C:3]2[CH:44]=[CH:45][CH:46]=[CH:47][C:2]1=2. Given the reactants [S:1]1[C:5]([C@H:6]([O:26][Si:27]([C:40]([CH3:43])([CH3:42])[CH3:41])([C:34]2[CH:39]=[CH:38][CH:37]=[CH:36][CH:35]=2)[C:28]2[CH:33]=[CH:32][CH:31]=[CH:30][CH:29]=2)/[CH:7]=[CH:8]/[C@H:9]2[C:13](=[O:14])[CH2:12][C@H:11]([OH:15])[C@@H:10]2[CH2:16]/[CH:17]=[CH:18]\[CH2:19][CH2:20][CH2:21][C:22]([O:24][CH3:25])=[O:23])=[CH:4][C:3]2[CH:44]=[CH:45][CH:46]=[CH:47][C:2]1=2.[O:48]1[CH:53]=[CH:52][CH2:51][CH2:50][CH2:49]1.C1(C)C=CC(S(O)(=O)=O)=CC=1, predict the reaction product. (4) The product is: [OH:4][CH2:34][C:33]([CH3:35])=[CH:32][CH2:31][CH2:30][C:28]([CH3:29])=[CH:27][CH2:26][CH2:25][C:23]([CH3:24])=[CH:22][CH2:21][O:20][C:17](=[O:19])[CH3:18]. Given the reactants C(O)(=O)C1C(=CC=CC=1)[OH:4].C(OO)(C)(C)C.[C:17]([O:20][CH2:21][CH:22]=[C:23]([CH2:25][CH2:26][CH:27]=[C:28]([CH2:30][CH2:31][CH:32]=[C:33]([CH3:35])[CH3:34])[CH3:29])[CH3:24])(=[O:19])[CH3:18].[BH4-].[Na+].Cl, predict the reaction product. (5) The product is: [F:14][C:10]1[CH:9]=[C:8]([C:5]2[CH:6]=[CH:7][C:2]([B:48]3[O:52][C:51]([CH3:54])([CH3:53])[C:50]([CH3:56])([CH3:55])[O:49]3)=[C:3]([O:15][CH2:16][C:17]#[N:18])[CH:4]=2)[CH:13]=[CH:12][CH:11]=1. Given the reactants Cl[C:2]1[CH:7]=[CH:6][C:5]([C:8]2[CH:13]=[CH:12][CH:11]=[C:10]([F:14])[CH:9]=2)=[CH:4][C:3]=1[O:15][CH2:16][C:17]#[N:18].COC1C=CC=C(OC)C=1C1C=CC=CC=1P(C1CCCCC1)C1CCCCC1.[B:48]1([B:48]2[O:52][C:51]([CH3:54])([CH3:53])[C:50]([CH3:56])([CH3:55])[O:49]2)[O:52][C:51]([CH3:54])([CH3:53])[C:50]([CH3:56])([CH3:55])[O:49]1.C([O-])(=O)C.[K+], predict the reaction product.